This data is from Peptide-MHC class II binding affinity with 134,281 pairs from IEDB. The task is: Regression. Given a peptide amino acid sequence and an MHC pseudo amino acid sequence, predict their binding affinity value. This is MHC class II binding data. The peptide sequence is QKYCPNKICTSKGDS. The MHC is DRB1_1501 with pseudo-sequence DRB1_1501. The binding affinity (normalized) is 0.369.